Task: Regression. Given a peptide amino acid sequence and an MHC pseudo amino acid sequence, predict their binding affinity value. This is MHC class I binding data.. Dataset: Peptide-MHC class I binding affinity with 185,985 pairs from IEDB/IMGT (1) The peptide sequence is QTVEDEARR. The MHC is HLA-B45:01 with pseudo-sequence HLA-B45:01. The binding affinity (normalized) is 0. (2) The MHC is HLA-A02:01 with pseudo-sequence HLA-A02:01. The peptide sequence is FAMTVPLLI. The binding affinity (normalized) is 0.898. (3) The peptide sequence is YMRERLSDF. The MHC is HLA-B15:42 with pseudo-sequence HLA-B15:42. The binding affinity (normalized) is 0.213.